This data is from Forward reaction prediction with 1.9M reactions from USPTO patents (1976-2016). The task is: Predict the product of the given reaction. (1) Given the reactants [CH:1]1[C:11]2[C:10]3[CH:12]=[CH:13][CH:14]=[CH:15][C:9]=3[CH2:8][O:7][C:6](=[O:16])[C:5]=2[CH:4]=[CH:3][CH:2]=1.[C:17]1(=[O:27])[NH:21][C:20](=[O:22])[C:19]2=[CH:23][CH:24]=[CH:25][CH:26]=[C:18]12.[K], predict the reaction product. The product is: [C:17]1(=[O:27])[N:21]([CH2:8][C:9]2[CH:15]=[CH:14][CH:13]=[CH:12][C:10]=2[C:11]2[C:5]([C:6]([OH:7])=[O:16])=[CH:4][CH:3]=[CH:2][CH:1]=2)[C:20](=[O:22])[C:19]2=[CH:23][CH:24]=[CH:25][CH:26]=[C:18]12. (2) Given the reactants Cl[C:2]1[N:7]2[N:8]=[CH:9][C:10]([C:11]([O:13][CH2:14][CH3:15])=[O:12])=[C:6]2[N:5]=[CH:4][C:3]=1[C:16]([N:18]1[CH2:23][CH2:22][C:21]2([C:27]3[CH:28]=[CH:29][CH:30]=[C:31]([F:32])[C:26]=3[O:25][CH2:24]2)[CH2:20][CH2:19]1)=[O:17].[F:33][C:34]1[CH:39]=[CH:38][C:37]([NH2:40])=[C:36]([CH3:41])[CH:35]=1, predict the reaction product. The product is: [CH2:14]([O:13][C:11]([C:10]1[CH:9]=[N:8][N:7]2[C:2]([NH:40][C:37]3[CH:38]=[CH:39][C:34]([F:33])=[CH:35][C:36]=3[CH3:41])=[C:3]([C:16]([N:18]3[CH2:23][CH2:22][C:21]4([C:27]5[CH:28]=[CH:29][CH:30]=[C:31]([F:32])[C:26]=5[O:25][CH2:24]4)[CH2:20][CH2:19]3)=[O:17])[CH:4]=[N:5][C:6]=12)=[O:12])[CH3:15].